From a dataset of Reaction yield outcomes from USPTO patents with 853,638 reactions. Predict the reaction yield, written as a fraction of the theoretical maximum amount of product (1.0 means a 100% yield; for example, 0.34 means a 34% yield). (1) The reactants are Cl.[NH2:2][CH2:3][C:4]1[C:5]([NH:11][C:12](=[O:32])[CH2:13][CH2:14][CH2:15]/[CH:16]=[CH:17]\[CH2:18]/[CH:19]=[CH:20]\[CH2:21]/[CH:22]=[CH:23]\[CH2:24]/[CH:25]=[CH:26]\[CH2:27]/[CH:28]=[CH:29]\[CH2:30][CH3:31])=[N:6][C:7]([CH3:10])=[N:8][CH:9]=1.[CH:33]1[CH:38]=[N:37][CH:36]=[C:35]([C:39](O)=[O:40])[CH:34]=1.CN(C(ON1N=NC2C=CC=NC1=2)=[N+](C)C)C.F[P-](F)(F)(F)(F)F.C(N(C(C)C)CC)(C)C. The catalyst is CN(C)C=O. The product is [C:12]([NH:11][C:5]1[C:4]([CH2:3][NH:2][C:39](=[O:40])[C:35]2[CH:34]=[CH:33][CH:38]=[N:37][CH:36]=2)=[CH:9][N:8]=[C:7]([CH3:10])[N:6]=1)(=[O:32])[CH2:13][CH2:14][CH2:15]/[CH:16]=[CH:17]\[CH2:18]/[CH:19]=[CH:20]\[CH2:21]/[CH:22]=[CH:23]\[CH2:24]/[CH:25]=[CH:26]\[CH2:27]/[CH:28]=[CH:29]\[CH2:30][CH3:31]. The yield is 0.300. (2) The reactants are [NH2:1][C:2]1[CH:6]=[C:5]([C:7]2[CH:12]=[CH:11][N:10]=[CH:9][CH:8]=2)[S:4][C:3]=1[C:13]([NH2:15])=[O:14].[F:16][C:17]([F:22])([F:21])[C:18]([CH3:20])=O.CC1C=CC(S(O)(=O)=O)=CC=1.[O-]S([O-])(=O)=O.[Mg+2].C([O-])(O)=O.[Na+]. The catalyst is CN(C=O)C. The product is [CH3:20][C:18]1([C:17]([F:22])([F:21])[F:16])[NH:1][C:2]2[CH:6]=[C:5]([C:7]3[CH:8]=[CH:9][N:10]=[CH:11][CH:12]=3)[S:4][C:3]=2[C:13](=[O:14])[NH:15]1. The yield is 0.600.